From a dataset of Forward reaction prediction with 1.9M reactions from USPTO patents (1976-2016). Predict the product of the given reaction. (1) Given the reactants [H-].[Al+3].[Li+].[H-].[H-].[H-].C[O:8][C:9]([C:11]1[CH:15]=[C:14]([C:16]2[CH:21]=[C:20]([CH3:22])[CH:19]=[CH:18][C:17]=2[F:23])[O:13][N:12]=1)=O, predict the reaction product. The product is: [F:23][C:17]1[CH:18]=[CH:19][C:20]([CH3:22])=[CH:21][C:16]=1[C:14]1[O:13][N:12]=[C:11]([CH2:9][OH:8])[CH:15]=1. (2) Given the reactants [Si]([O:8][C@H:9]1[CH2:12][N:11]([C:13]2[CH:18]=[N:17][CH:16]=[C:15](Cl)[N:14]=2)[C@@H:10]1[C:20]([NH:22][CH2:23][C:24]([F:27])([F:26])[F:25])=[O:21])(C(C)(C)C)(C)C.[Cl:28][C:29]1[CH:30]=[C:31]2[C:37](B3OC(C)(C)C(C)(C)O3)=[CH:36][N:35](S(C3C=CC(C)=CC=3)(=O)=O)[C:32]2=[N:33][CH:34]=1.C([O-])([O-])=O.[Na+].[Na+].N#N, predict the reaction product. The product is: [Cl:28][C:29]1[CH:30]=[C:31]2[C:37]([C:15]3[N:14]=[C:13]([N:11]4[CH2:12][C@H:9]([OH:8])[C@H:10]4[C:20]([NH:22][CH2:23][C:24]([F:25])([F:26])[F:27])=[O:21])[CH:18]=[N:17][CH:16]=3)=[CH:36][NH:35][C:32]2=[N:33][CH:34]=1. (3) Given the reactants [C:1]([O:5][C:6]([NH:8][CH2:9][C:10]1[CH:11]=[C:12]([C:17]2[N:22]=[C:21]([C:23]([OH:25])=O)[CH:20]=[CH:19][CH:18]=2)[CH:13]=[C:14]([F:16])[CH:15]=1)=[O:7])([CH3:4])([CH3:3])[CH3:2].[NH2:26][C:27]1[CH:32]=[CH:31][CH:30]=[CH:29][C:28]=1[CH2:33][C:34]([O:36][C:37]([CH3:40])([CH3:39])[CH3:38])=[O:35].CCOC(C)=O, predict the reaction product. The product is: [C:1]([O:5][C:6]([NH:8][CH2:9][C:10]1[CH:11]=[C:12]([C:17]2[N:22]=[C:21]([C:23]([NH:26][C:27]3[CH:32]=[CH:31][CH:30]=[CH:29][C:28]=3[CH2:33][C:34]([O:36][C:37]([CH3:40])([CH3:39])[CH3:38])=[O:35])=[O:25])[CH:20]=[CH:19][CH:18]=2)[CH:13]=[C:14]([F:16])[CH:15]=1)=[O:7])([CH3:4])([CH3:3])[CH3:2]. (4) Given the reactants [Si]([O:8][C:9]1[CH:14]=[C:13]([CH3:15])[C:12]([C:16]2[CH:21]=[CH:20][CH:19]=[C:18]([CH2:22][O:23][C:24]3[CH:37]=[CH:36][C:27]4[C@H:28]([CH2:31][C:32]([O:34][CH3:35])=[O:33])[CH2:29][O:30][C:26]=4[CH:25]=3)[CH:17]=2)=[C:11]([CH3:38])[C:10]=1[Cl:39])(C(C)(C)C)(C)C.O1CCCC1.[F-].C([N+](CCCC)(CCCC)CCCC)CCC, predict the reaction product. The product is: [Cl:39][C:10]1[C:11]([CH3:38])=[C:12]([C:16]2[CH:21]=[CH:20][CH:19]=[C:18]([CH2:22][O:23][C:24]3[CH:37]=[CH:36][C:27]4[C@H:28]([CH2:31][C:32]([O:34][CH3:35])=[O:33])[CH2:29][O:30][C:26]=4[CH:25]=3)[CH:17]=2)[C:13]([CH3:15])=[CH:14][C:9]=1[OH:8]. (5) The product is: [Cl:19][C:7]1[CH:6]=[C:5]2[C:10]([C:11]([C:12]3[CH:17]=[CH:16][C:15]([F:18])=[CH:14][CH:13]=3)=[C:2]([C:3]([O:4][CH2:5][CH3:6])=[CH2:2])[C:3]([CH3:21])([CH3:20])[O:4]2)=[CH:9][CH:8]=1. Given the reactants Br[C:2]1[C:3]([CH3:21])([CH3:20])[O:4][C:5]2[C:10]([C:11]=1[C:12]1[CH:17]=[CH:16][C:15]([F:18])=[CH:14][CH:13]=1)=[CH:9][CH:8]=[C:7]([Cl:19])[CH:6]=2, predict the reaction product. (6) Given the reactants [CH3:1][O:2][C:3](=[O:23])[CH:4]([C:10]1[N:11]([CH3:22])[C:12](=[O:21])[C:13]2[C:18]([C:19]=1Br)=[CH:17][CH:16]=[CH:15][CH:14]=2)[O:5][C:6]([CH3:9])([CH3:8])[CH3:7].[CH:24]1[CH:29]=[CH:28]C(P([C:24]2[CH:29]=[CH:28]C=[CH:26][CH:25]=2)[C:24]2[CH:29]=[CH:28]C=[CH:26][CH:25]=2)=[CH:26][CH:25]=1.[C:43]([O-])([O-])=O.[Na+].[Na+].O1[CH2:54][CH2:53][O:52][CH2:51]C1.O, predict the reaction product. The product is: [CH3:1][O:2][C:3](=[O:23])[CH:4]([O:5][C:6]([CH3:9])([CH3:8])[CH3:7])[C:10]1[N:11]([CH3:22])[C:12](=[O:21])[C:13]2[C:18]([C:19]=1[C:25]1[CH:26]=[C:54]([CH3:43])[C:53]([O:52][CH3:51])=[C:29]([CH3:28])[CH:24]=1)=[CH:17][CH:16]=[CH:15][CH:14]=2. (7) Given the reactants [CH2:1]([C:9]1[CH:14]=[CH:13][C:12]([CH:15]([OH:21])[CH2:16][CH:17]([OH:20])[CH2:18]O)=[CH:11][CH:10]=1)[CH2:2][CH2:3][CH2:4][CH2:5][CH2:6][CH2:7][CH3:8].O.C1(C)C=CC(S(O)(=O)=O)=CC=1.CCOC(C)=O.CCCCCCC, predict the reaction product. The product is: [CH2:1]([C:9]1[CH:10]=[CH:11][C:12]([CH:15]2[O:21][CH2:18][CH:17]([OH:20])[CH2:16]2)=[CH:13][CH:14]=1)[CH2:2][CH2:3][CH2:4][CH2:5][CH2:6][CH2:7][CH3:8]. (8) Given the reactants [NH2:1][C:2]1[C:7]([CH:8]=[O:9])=[C:6](Cl)[N:5]=[CH:4][N:3]=1.[C:11]([O:15][C:16]([NH:18][CH:19]1[CH2:23][CH2:22][NH:21][CH2:20]1)=[O:17])([CH3:14])([CH3:13])[CH3:12].CCN(C(C)C)C(C)C, predict the reaction product. The product is: [C:11]([O:15][C:16](=[O:17])[NH:18][CH:19]1[CH2:23][CH2:22][N:21]([C:6]2[C:7]([CH:8]=[O:9])=[C:2]([NH2:1])[N:3]=[CH:4][N:5]=2)[CH2:20]1)([CH3:14])([CH3:12])[CH3:13]. (9) Given the reactants [Li+].[CH3:2][CH:3]([N-:5]C(C)C)C.[C:9]([O:13][C:14]([O:16][CH2:17][C@@H:18]1[CH2:22][CH2:21][C:20](=[O:23])[N:19]1[C:24]([O:26][C:27]([CH3:30])([CH3:29])[CH3:28])=[O:25])=[O:15])([CH3:12])([CH3:11])[CH3:10].BrCC#N.C([O-])(O)=O.[Na+], predict the reaction product. The product is: [C:9]([O:13][C:14]([O:16][CH2:17][C@H:18]1[N:19]([C:24]([O:26][C:27]([CH3:30])([CH3:29])[CH3:28])=[O:25])[C:20](=[O:23])[CH:21]([CH2:2][C:3]#[N:5])[CH2:22]1)=[O:15])([CH3:11])([CH3:12])[CH3:10].